Dataset: Forward reaction prediction with 1.9M reactions from USPTO patents (1976-2016). Task: Predict the product of the given reaction. Given the reactants [H-].[Na+].[Cl:3][C:4]1[C:9]([OH:10])=[CH:8][CH:7]=[CH:6][N:5]=1.[CH3:11][O:12][CH2:13]Cl.O, predict the reaction product. The product is: [Cl:3][C:4]1[C:9]([O:10][CH2:11][O:12][CH3:13])=[CH:8][CH:7]=[CH:6][N:5]=1.